From a dataset of CYP3A4 inhibition data for predicting drug metabolism from PubChem BioAssay. Regression/Classification. Given a drug SMILES string, predict its absorption, distribution, metabolism, or excretion properties. Task type varies by dataset: regression for continuous measurements (e.g., permeability, clearance, half-life) or binary classification for categorical outcomes (e.g., BBB penetration, CYP inhibition). Dataset: cyp3a4_veith. The drug is Cc1ccc([N+](=O)[O-])cc1NC(=S)NC(=O)C(C)(C)C. The result is 0 (non-inhibitor).